Dataset: Peptide-MHC class II binding affinity with 134,281 pairs from IEDB. Task: Regression. Given a peptide amino acid sequence and an MHC pseudo amino acid sequence, predict their binding affinity value. This is MHC class II binding data. (1) The peptide sequence is IPKGDFLTGPLNFTG. The MHC is HLA-DPA10201-DPB11401 with pseudo-sequence HLA-DPA10201-DPB11401. The binding affinity (normalized) is 0. (2) The peptide sequence is HLYYNSNIGKII. The MHC is DRB1_1501 with pseudo-sequence DRB1_1501. The binding affinity (normalized) is 0.182.